Dataset: NCI-60 drug combinations with 297,098 pairs across 59 cell lines. Task: Regression. Given two drug SMILES strings and cell line genomic features, predict the synergy score measuring deviation from expected non-interaction effect. (1) Drug 1: CC1=C(C=C(C=C1)C(=O)NC2=CC(=CC(=C2)C(F)(F)F)N3C=C(N=C3)C)NC4=NC=CC(=N4)C5=CN=CC=C5. Drug 2: CC(C)NC(=O)C1=CC=C(C=C1)CNNC.Cl. Cell line: HCT-15. Synergy scores: CSS=-1.55, Synergy_ZIP=7.34, Synergy_Bliss=5.08, Synergy_Loewe=-8.56, Synergy_HSA=-8.53. (2) Drug 1: CN(C)N=NC1=C(NC=N1)C(=O)N. Drug 2: COC1=NC(=NC2=C1N=CN2C3C(C(C(O3)CO)O)O)N. Cell line: LOX IMVI. Synergy scores: CSS=33.2, Synergy_ZIP=-5.77, Synergy_Bliss=-1.13, Synergy_Loewe=-19.5, Synergy_HSA=-4.90. (3) Drug 1: CC1C(C(CC(O1)OC2CC(OC(C2O)C)OC3=CC4=CC5=C(C(=O)C(C(C5)C(C(=O)C(C(C)O)O)OC)OC6CC(C(C(O6)C)O)OC7CC(C(C(O7)C)O)OC8CC(C(C(O8)C)O)(C)O)C(=C4C(=C3C)O)O)O)O. Drug 2: CS(=O)(=O)OCCCCOS(=O)(=O)C. Cell line: UACC-257. Synergy scores: CSS=14.8, Synergy_ZIP=-0.630, Synergy_Bliss=-2.13, Synergy_Loewe=-55.2, Synergy_HSA=-2.49. (4) Drug 1: C1C(C(OC1N2C=NC3=C(N=C(N=C32)Cl)N)CO)O. Drug 2: CS(=O)(=O)CCNCC1=CC=C(O1)C2=CC3=C(C=C2)N=CN=C3NC4=CC(=C(C=C4)OCC5=CC(=CC=C5)F)Cl. Cell line: HOP-62. Synergy scores: CSS=28.4, Synergy_ZIP=-0.236, Synergy_Bliss=-0.348, Synergy_Loewe=-7.83, Synergy_HSA=-1.88. (5) Drug 1: CC12CCC3C(C1CCC2=O)CC(=C)C4=CC(=O)C=CC34C. Cell line: NCI-H322M. Synergy scores: CSS=5.32, Synergy_ZIP=-9.17, Synergy_Bliss=-14.3, Synergy_Loewe=-19.9, Synergy_HSA=-15.2. Drug 2: CC12CCC3C(C1CCC2OP(=O)(O)O)CCC4=C3C=CC(=C4)OC(=O)N(CCCl)CCCl.[Na+].